From a dataset of Reaction yield outcomes from USPTO patents with 853,638 reactions. Predict the reaction yield, written as a fraction of the theoretical maximum amount of product (1.0 means a 100% yield; for example, 0.34 means a 34% yield). (1) The reactants are CS([C:5]1[N:6]=[N:7][CH:8]=[C:9]([C:11]2[CH:16]=[C:15]([F:17])[CH:14]=[C:13]([Cl:18])[CH:12]=2)[N:10]=1)(=O)=O.[NH3:19]. No catalyst specified. The product is [Cl:18][C:13]1[CH:12]=[C:11]([C:9]2[N:10]=[C:5]([NH2:19])[N:6]=[N:7][CH:8]=2)[CH:16]=[C:15]([F:17])[CH:14]=1. The yield is 0.730. (2) The reactants are [CH2:1]([O:3][C:4](=[O:22])[CH:5]([NH:11][C:12]([O:14][CH2:15][C:16]1[CH:21]=[CH:20][CH:19]=[CH:18][CH:17]=1)=[O:13])[CH2:6][CH2:7][C:8]([OH:10])=O)[CH3:2].CCN=C=NCCCN(C)C.[CH2:34]([O:36][C:37](=[O:42])[C@H:38]([CH2:40][OH:41])[NH2:39])[CH3:35]. The catalyst is C(#N)C. The product is [CH2:1]([O:3][C:4](=[O:22])[CH:5]([NH:11][C:12]([O:14][CH2:15][C:16]1[CH:21]=[CH:20][CH:19]=[CH:18][CH:17]=1)=[O:13])[CH2:6][CH2:7][C:8](=[O:10])[NH:39][CH:38]([C:37]([O:36][CH2:34][CH3:35])=[O:42])[CH2:40][OH:41])[CH3:2]. The yield is 0.855. (3) The reactants are [F:1][C:2]1[CH:7]=[CH:6][C:5]([F:8])=[CH:4][C:3]=1[S:9]([N:12]([C:16]1[CH:21]=[CH:20][CH:19]=[C:18]([C:22]2[C:26]([C:27]3[CH:32]=[CH:31][N:30]=[CH:29][CH:28]=3)=[CH:25][N:24]([CH:33]3[CH2:38][CH2:37][NH:36][CH2:35][CH2:34]3)[N:23]=2)[C:17]=1[F:39])[CH2:13][O:14][CH3:15])(=[O:11])=[O:10].[C:40](Cl)(=[O:42])[CH3:41]. The catalyst is C(Cl)Cl. The product is [C:40]([N:36]1[CH2:35][CH2:34][CH:33]([N:24]2[CH:25]=[C:26]([C:27]3[CH:32]=[CH:31][N:30]=[CH:29][CH:28]=3)[C:22]([C:18]3[C:17]([F:39])=[C:16]([N:12]([CH2:13][O:14][CH3:15])[S:9]([C:3]4[CH:4]=[C:5]([F:8])[CH:6]=[CH:7][C:2]=4[F:1])(=[O:11])=[O:10])[CH:21]=[CH:20][CH:19]=3)=[N:23]2)[CH2:38][CH2:37]1)(=[O:42])[CH3:41]. The yield is 0.560. (4) The reactants are IC.[CH2:3](N(CC)CC)C.C(=O)([O-])[O-].[Na+].[Na+].[CH3:16][C:17]1[O:21][N:20]=[C:19]([C:22]2[CH:27]=[CH:26][CH:25]=[CH:24][CH:23]=2)[C:18]=1[CH2:28][O:29][C:30]1[N:35]=[CH:34][C:33]([C:36]([NH:38][S:39]([CH:42]2[CH2:44][CH2:43]2)(=[O:41])=[O:40])=[O:37])=[CH:32][CH:31]=1. The catalyst is CN(C=O)C. The product is [CH3:3][N:38]([C:36]([C:33]1[CH:34]=[N:35][C:30]([O:29][CH2:28][C:18]2[C:19]([C:22]3[CH:23]=[CH:24][CH:25]=[CH:26][CH:27]=3)=[N:20][O:21][C:17]=2[CH3:16])=[CH:31][CH:32]=1)=[O:37])[S:39]([CH:42]1[CH2:44][CH2:43]1)(=[O:40])=[O:41]. The yield is 0.0900. (5) The reactants are [F:1][C:2]1[C:10]2[N:11]([C:15]3[CH:20]=[CH:19][C:18]([I:21])=[CH:17][C:16]=3[F:22])[C:12](=[O:14])[NH:13][C:9]=2[C:8]2[O:7][CH:6]=[CH:5][C:4]=2[C:3]=1[F:23].[CH2:24]([O:31][CH2:32][CH:33]1[CH2:35][CH:34]1[S:36](Cl)(=[O:38])=[O:37])[C:25]1[CH:30]=[CH:29][CH:28]=[CH:27][CH:26]=1.C(OCC)(=O)C. The catalyst is C(Cl)Cl.CN(C1C=CN=CC=1)C.CCCCCC. The product is [CH2:24]([O:31][CH2:32][CH:33]1[CH2:35][CH:34]1[S:36]([IH:21][C:18]1[CH:19]=[CH:20][C:15]([N:11]2[C:10]3[C:2]([F:1])=[C:3]([F:23])[C:4]4[CH:5]=[CH:6][O:7][C:8]=4[C:9]=3[NH:13][C:12]2=[O:14])=[C:16]([F:22])[CH:17]=1)(=[O:37])=[O:38])[C:25]1[CH:26]=[CH:27][CH:28]=[CH:29][CH:30]=1. The yield is 0.600. (6) The reactants are [Cl:1][C:2]1[CH:7]=[C:6]2[NH:8][C:9](=[O:27])[C:10]3([CH:15]([CH:16]([CH3:18])[CH3:17])[CH2:14][C:13](=O)[NH:12][CH:11]3[C:20]3[CH:25]=[CH:24][CH:23]=[C:22]([Cl:26])[CH:21]=3)[C:5]2=[CH:4][CH:3]=1.COC1C=CC(P2(=S)SP(=S)(C3C=CC(OC)=CC=3)[S:37]2)=CC=1. The catalyst is C1(C)C=CC=CC=1. The product is [Cl:1][C:2]1[CH:7]=[C:6]2[NH:8][C:9](=[O:27])[C:10]3([CH:15]([CH:16]([CH3:18])[CH3:17])[CH2:14][C:13](=[S:37])[NH:12][CH:11]3[C:20]3[CH:25]=[CH:24][CH:23]=[C:22]([Cl:26])[CH:21]=3)[C:5]2=[CH:4][CH:3]=1. The yield is 0.920. (7) The reactants are Br[CH2:2][CH2:3][CH2:4][OH:5].CN(C)C=O.[CH3:11][O:12][C:13](=[O:21])[C:14]1[CH:19]=[CH:18][C:17]([OH:20])=[CH:16][CH:15]=1.C(=O)([O-])[O-].[K+].[K+]. The catalyst is C(OCC)(=O)C. The product is [CH3:11][O:12][C:13](=[O:21])[C:14]1[CH:19]=[CH:18][C:17]([O:20][CH2:2][CH2:3][CH2:4][OH:5])=[CH:16][CH:15]=1. The yield is 0.300.